This data is from Forward reaction prediction with 1.9M reactions from USPTO patents (1976-2016). The task is: Predict the product of the given reaction. (1) Given the reactants [F:1][C:2]([F:31])([F:30])[C:3]1([CH2:6][N:7]2[CH2:12][CH2:11][CH:10]([CH2:13][O:14][C:15]3[N:20]=[CH:19][C:18]([C:21]4[CH:29]=[CH:28][C:24]([C:25](O)=[O:26])=[CH:23][CH:22]=4)=[CH:17][CH:16]=3)[CH2:9][CH2:8]2)[CH2:5][CH2:4]1.Cl.[CH3:33][NH:34][CH3:35].C(Cl)CCl.C1C=CC2N(O)N=NC=2C=1.CCN(C(C)C)C(C)C.[NH4+].[Cl-], predict the reaction product. The product is: [CH3:33][N:34]([CH3:35])[C:25](=[O:26])[C:24]1[CH:23]=[CH:22][C:21]([C:18]2[CH:19]=[N:20][C:15]([O:14][CH2:13][CH:10]3[CH2:11][CH2:12][N:7]([CH2:6][C:3]4([C:2]([F:30])([F:31])[F:1])[CH2:5][CH2:4]4)[CH2:8][CH2:9]3)=[CH:16][CH:17]=2)=[CH:29][CH:28]=1. (2) The product is: [C:49](=[O:52])([S:51][CH:25]1[CH2:26][CH2:27][N:22]([C:21]2[C:20]([F:29])=[CH:19][N:18]=[CH:17][C:16]=2[Cl:15])[CH2:23][CH2:24]1)[CH3:50]. Given the reactants C(OC(/N=N/C(=O)OC(C)C)=O)(C)C.[Cl:15][C:16]1[CH:17]=[N:18][CH:19]=[C:20]([F:29])[C:21]=1[N:22]1[CH2:27][CH2:26][CH:25](O)[CH2:24][CH2:23]1.C1(P(C2C=CC=CC=2)C2C=CC=CC=2)C=CC=CC=1.[C:49](=[O:52])([SH:51])[CH3:50], predict the reaction product.